This data is from Choline transporter screen with 302,306 compounds. The task is: Binary Classification. Given a drug SMILES string, predict its activity (active/inactive) in a high-throughput screening assay against a specified biological target. (1) The drug is Fc1c2oc(C(=O)NC3CCN(CC3)C(OCC)=O)c(c2ccc1)C. The result is 0 (inactive). (2) The drug is s1c(c(NC(=S)Nc2cc(F)ccc2)cc1)C(OC)=O. The result is 0 (inactive).